Dataset: Peptide-MHC class I binding affinity with 185,985 pairs from IEDB/IMGT. Task: Regression. Given a peptide amino acid sequence and an MHC pseudo amino acid sequence, predict their binding affinity value. This is MHC class I binding data. (1) The peptide sequence is SEVKFKYVL. The MHC is HLA-B44:02 with pseudo-sequence HLA-B44:02. The binding affinity (normalized) is 0.0847. (2) The peptide sequence is FQMGGIGPM. The MHC is HLA-B15:02 with pseudo-sequence HLA-B15:02. The binding affinity (normalized) is 0.750. (3) The peptide sequence is ATPYKINQML. The MHC is Mamu-A01 with pseudo-sequence Mamu-A01. The binding affinity (normalized) is 0.946. (4) The peptide sequence is TGILGSLGL. The MHC is HLA-A02:01 with pseudo-sequence HLA-A02:01. The binding affinity (normalized) is 0. (5) The peptide sequence is FAFLYLLVKW. The MHC is Mamu-B17 with pseudo-sequence Mamu-B17. The binding affinity (normalized) is 0.175. (6) The peptide sequence is IQFMHEQGY. The MHC is HLA-A26:03 with pseudo-sequence HLA-A26:03. The binding affinity (normalized) is 0.0847. (7) The peptide sequence is LLVLLDYQGM. The MHC is HLA-A31:01 with pseudo-sequence HLA-A31:01. The binding affinity (normalized) is 0.178.